This data is from NCI-60 drug combinations with 297,098 pairs across 59 cell lines. The task is: Regression. Given two drug SMILES strings and cell line genomic features, predict the synergy score measuring deviation from expected non-interaction effect. (1) Drug 1: CCC1(C2=C(COC1=O)C(=O)N3CC4=CC5=C(C=CC(=C5CN(C)C)O)N=C4C3=C2)O.Cl. Drug 2: CC1C(C(CC(O1)OC2CC(CC3=C2C(=C4C(=C3O)C(=O)C5=C(C4=O)C(=CC=C5)OC)O)(C(=O)CO)O)N)O.Cl. Cell line: SF-268. Synergy scores: CSS=57.4, Synergy_ZIP=-3.83, Synergy_Bliss=-4.41, Synergy_Loewe=-0.597, Synergy_HSA=1.15. (2) Drug 1: C1=CC(=CC=C1CCC2=CNC3=C2C(=O)NC(=N3)N)C(=O)NC(CCC(=O)O)C(=O)O. Drug 2: C1CC(C1)(C(=O)O)C(=O)O.[NH2-].[NH2-].[Pt+2]. Cell line: KM12. Synergy scores: CSS=18.5, Synergy_ZIP=0.695, Synergy_Bliss=1.43, Synergy_Loewe=-2.37, Synergy_HSA=2.46. (3) Cell line: SN12C. Drug 1: CC1C(C(CC(O1)OC2CC(OC(C2O)C)OC3=CC4=CC5=C(C(=O)C(C(C5)C(C(=O)C(C(C)O)O)OC)OC6CC(C(C(O6)C)O)OC7CC(C(C(O7)C)O)OC8CC(C(C(O8)C)O)(C)O)C(=C4C(=C3C)O)O)O)O. Drug 2: CN(C(=O)NC(C=O)C(C(C(CO)O)O)O)N=O. Synergy scores: CSS=62.2, Synergy_ZIP=1.65, Synergy_Bliss=2.84, Synergy_Loewe=-39.1, Synergy_HSA=0.738. (4) Drug 1: C1CCN(CC1)CCOC2=CC=C(C=C2)C(=O)C3=C(SC4=C3C=CC(=C4)O)C5=CC=C(C=C5)O. Drug 2: CC12CCC3C(C1CCC2O)C(CC4=C3C=CC(=C4)O)CCCCCCCCCS(=O)CCCC(C(F)(F)F)(F)F. Cell line: IGROV1. Synergy scores: CSS=1.03, Synergy_ZIP=-0.568, Synergy_Bliss=-0.948, Synergy_Loewe=-1.56, Synergy_HSA=-2.85. (5) Drug 1: C1=CC=C(C=C1)NC(=O)CCCCCCC(=O)NO. Drug 2: C1CN(P(=O)(OC1)NCCCl)CCCl. Cell line: EKVX. Synergy scores: CSS=6.91, Synergy_ZIP=-0.603, Synergy_Bliss=2.50, Synergy_Loewe=-22.2, Synergy_HSA=1.32.